From a dataset of Forward reaction prediction with 1.9M reactions from USPTO patents (1976-2016). Predict the product of the given reaction. (1) Given the reactants [CH2:1]([O:8][C:9]([N:11]1[CH2:16][CH2:15][N:14]([C:17]([O:19][C:20]([CH3:23])([CH3:22])[CH3:21])=[O:18])[C@@H:13]([CH2:24][C:25]([OH:27])=[O:26])[CH2:12]1)=[O:10])[C:2]1[CH:7]=[CH:6][CH:5]=[CH:4][CH:3]=1.[C:28](=O)([O-])[O-].[K+].[K+].IC, predict the reaction product. The product is: [C:20]([O:19][C:17]([N:14]1[CH2:15][CH2:16][N:11]([C:9]([O:8][CH2:1][C:2]2[CH:3]=[CH:4][CH:5]=[CH:6][CH:7]=2)=[O:10])[CH2:12][C@@H:13]1[CH2:24][C:25]([O:27][CH3:28])=[O:26])=[O:18])([CH3:22])([CH3:23])[CH3:21]. (2) Given the reactants [C:1]([C:3]1[S:4][C:5]2[C:11]([C:12]#[N:13])=[C:10](/[N:14]=[CH:15]/[N:16](C)C)[CH:9]=[CH:8][C:6]=2[N:7]=1)#[N:2].N[C:20]1[CH:25]=[CH:24][C:23]([OH:26])=[C:22]([N+:27]([O-:29])=[O:28])[CH:21]=1.[K+].[Br-], predict the reaction product. The product is: [OH:26][C:23]1[CH:24]=[CH:25][C:20]([NH:13][C:12]2[C:11]3[C:10](=[CH:9][CH:8]=[C:6]4[N:7]=[C:3]([C:1]#[N:2])[S:4][C:5]4=3)[N:14]=[CH:15][N:16]=2)=[CH:21][C:22]=1[N+:27]([O-:29])=[O:28]. (3) Given the reactants FC(F)(F)S(O[C:7]1[C:8]([Cl:32])=[C:9]2[C:14](=[CH:15][CH:16]=1)[N:13]=[C:12]([NH:17][C:18]1[CH:23]=[CH:22][C:21]([C:24]([N:26]3[CH2:31][CH2:30][O:29][CH2:28][CH2:27]3)=[O:25])=[CH:20][CH:19]=1)[N:11]=[CH:10]2)(=O)=O.[Si:35]([C:39]#[CH:40])([CH3:38])([CH3:37])[CH3:36].C(Cl)Cl, predict the reaction product. The product is: [Cl:32][C:8]1[C:7]([C:40]#[C:39][Si:35]([CH3:38])([CH3:37])[CH3:36])=[CH:16][CH:15]=[C:14]2[C:9]=1[CH:10]=[N:11][C:12]([NH:17][C:18]1[CH:19]=[CH:20][C:21]([C:24]([N:26]3[CH2:27][CH2:28][O:29][CH2:30][CH2:31]3)=[O:25])=[CH:22][CH:23]=1)=[N:13]2. (4) Given the reactants [OH:1][CH:2]1[CH2:5][N:4]([C:6]([O:8][C:9]([CH3:12])([CH3:11])[CH3:10])=[O:7])[CH2:3]1.[H-].[Na+].Br[CH:16]([CH3:22])[C:17]([O:19][CH2:20][CH3:21])=[O:18], predict the reaction product. The product is: [CH2:20]([O:19][C:17](=[O:18])[CH:16]([O:1][CH:2]1[CH2:3][N:4]([C:6]([O:8][C:9]([CH3:12])([CH3:11])[CH3:10])=[O:7])[CH2:5]1)[CH3:22])[CH3:21]. (5) Given the reactants Cl.[CH3:2][N:3]1[C:11]2[C:6](=[N:7][C:8]([C@@H:18]([NH2:20])[CH3:19])=[C:9]([C:12]3[N:16]([CH3:17])[N:15]=[CH:14][CH:13]=3)[CH:10]=2)[CH:5]=[CH:4]1.[Cl:21][C:22]1[C:23]([NH2:30])=[N:24][C:25]([NH2:29])=[N:26][C:27]=1Cl.C(N(C(C)C)C(C)C)C, predict the reaction product. The product is: [Cl:21][C:22]1[C:27]([NH:20][C@H:18]([C:8]2[N:7]=[C:6]3[CH:5]=[CH:4][N:3]([CH3:2])[C:11]3=[CH:10][C:9]=2[C:12]2[N:16]([CH3:17])[N:15]=[CH:14][CH:13]=2)[CH3:19])=[N:26][C:25]([NH2:29])=[N:24][C:23]=1[NH2:30]. (6) The product is: [C:21]([O:20][C:16](=[O:19])[CH:17]=[CH:18][C:2]1[CH:9]=[CH:8][C:5]([CH:6]=[O:7])=[C:4]([F:10])[CH:3]=1)([CH3:24])([CH3:23])[CH3:22]. Given the reactants Br[C:2]1[CH:9]=[CH:8][C:5]([CH:6]=[O:7])=[C:4]([F:10])[CH:3]=1.C([O-])(O)=O.[Na+].[C:16]([O:20][C:21]([CH3:24])([CH3:23])[CH3:22])(=[O:19])[CH:17]=[CH2:18], predict the reaction product. (7) Given the reactants [C:1]([O:5][C:6](=[O:16])[NH:7][C:8]1[CH:13]=[CH:12][C:11]([CH2:14][OH:15])=[CH:10][CH:9]=1)([CH3:4])([CH3:3])[CH3:2].O, predict the reaction product. The product is: [C:1]([O:5][C:6](=[O:16])[NH:7][C:8]1[CH:9]=[CH:10][C:11]([CH:14]=[O:15])=[CH:12][CH:13]=1)([CH3:4])([CH3:2])[CH3:3]. (8) Given the reactants [Br:1][C:2]1[CH:3]=[C:4]([CH:7]=[CH:8][CH:9]=1)[CH:5]=O.[S:10]1[CH:14]=[CH:13][C:12]2[CH:15]=[CH:16][CH:17]=[CH:18][C:11]1=2, predict the reaction product. The product is: [Br:1][C:2]1[CH:3]=[C:4]([CH:7]=[CH:8][CH:9]=1)[CH2:5][C:14]1[S:10][C:11]2[CH:18]=[CH:17][CH:16]=[CH:15][C:12]=2[CH:13]=1.